This data is from Forward reaction prediction with 1.9M reactions from USPTO patents (1976-2016). The task is: Predict the product of the given reaction. (1) Given the reactants [F:1][C:2]1[CH:7]=[C:6]([F:8])[CH:5]=[CH:4][C:3]=1[NH2:9].N1C=CC=CC=1.Cl[C:17]([O:19][CH2:20][C:21]1[CH:26]=[CH:25][CH:24]=[CH:23][CH:22]=1)=[O:18], predict the reaction product. The product is: [CH2:20]([O:19][C:17](=[O:18])[NH:9][C:3]1[CH:4]=[CH:5][C:6]([F:8])=[CH:7][C:2]=1[F:1])[C:21]1[CH:26]=[CH:25][CH:24]=[CH:23][CH:22]=1. (2) Given the reactants [CH3:1][O:2][C:3]1[C:4]([CH:24]=[C:25]([CH3:27])[CH3:26])=[CH:5][C:6]2[C:12]3[N:13]([C:19]4[S:20][CH:21]=[CH:22][CH:23]=4)[N:14]=[C:15]([C:16]([OH:18])=O)[C:11]=3[CH2:10][O:9][C:7]=2[CH:8]=1.[C:28]([NH:32][CH3:33])([CH3:31])([CH3:30])[CH3:29].CN(C(ON1N=NC2C=CC=NC1=2)=[N+](C)C)C.F[P-](F)(F)(F)(F)F.C(N(C(C)C)CC)(C)C, predict the reaction product. The product is: [C:28]([N:32]([CH3:33])[C:16]([C:15]1[C:11]2[CH2:10][O:9][C:7]3[CH:8]=[C:3]([O:2][CH3:1])[C:4]([CH:24]=[C:25]([CH3:27])[CH3:26])=[CH:5][C:6]=3[C:12]=2[N:13]([C:19]2[S:20][CH:21]=[CH:22][CH:23]=2)[N:14]=1)=[O:18])([CH3:31])([CH3:30])[CH3:29]. (3) Given the reactants Cl.[C:2]([N:5]1[C:14]2[C:9](=[CH:10][C:11]([C:15]#[C:16][Si:17]([CH:24]([CH3:26])[CH3:25])([CH:21]([CH3:23])[CH3:22])[CH:18]([CH3:20])[CH3:19])=[CH:12][CH:13]=2)[C@H:8]([NH2:27])[CH2:7][C@@H:6]1[CH3:28])(=[O:4])[CH3:3].CC(C)([O-])C.[Na+].C[N:36]([CH3:62])[C:37]1[CH:42]=[CH:41][CH:40]=C[C:38]=1C1C=CC=CC=1P(C1CCCCC1)C1CCCCC1.BrC1C=CC=C(C)N=1, predict the reaction product. The product is: [C:2]([N:5]1[C:14]2[C:9](=[CH:10][C:11]([C:15]#[C:16][Si:17]([CH:21]([CH3:23])[CH3:22])([CH:18]([CH3:20])[CH3:19])[CH:24]([CH3:26])[CH3:25])=[CH:12][CH:13]=2)[C@H:8]([NH:27][C:62]2[CH:40]=[CH:41][CH:42]=[C:37]([CH3:38])[N:36]=2)[CH2:7][C@@H:6]1[CH3:28])(=[O:4])[CH3:3]. (4) Given the reactants [F:1][C:2]1([F:15])[C:10]2[C:5](=[CH:6][CH:7]=[C:8]([N+:11]([O-])=O)[CH:9]=2)[NH:4][C:3]1=[O:14].CCN(C(C)C)C(C)C.N#N, predict the reaction product. The product is: [NH2:11][C:8]1[CH:9]=[C:10]2[C:5](=[CH:6][CH:7]=1)[NH:4][C:3](=[O:14])[C:2]2([F:15])[F:1]. (5) Given the reactants [Br:1][C:2]1[CH:7]=[CH:6][C:5]([CH2:8][C:9]#[N:10])=[CH:4][CH:3]=1.[CH3:11][N:12]([CH:14]=O)[CH3:13].C[C:11]([N:12]([CH3:14])[CH3:13])=O, predict the reaction product. The product is: [Br:1][C:2]1[CH:7]=[CH:6][C:5]([C:8](=[CH:11][N:12]([CH3:14])[CH3:13])[C:9]#[N:10])=[CH:4][CH:3]=1.